This data is from Forward reaction prediction with 1.9M reactions from USPTO patents (1976-2016). The task is: Predict the product of the given reaction. Given the reactants [F:1][C:2]1[CH:38]=[CH:37][C:5]([CH2:6][N:7]2[C:11](=[O:12])[N:10]([C:13]3[CH:17]=[C:16]([C:18]([NH:20][CH2:21][C:22]4[CH:23]=[N:24][CH:25]=[CH:26][CH:27]=4)=[O:19])[N:15](CC4C=CC(OC)=CC=4)[N:14]=3)[CH:9]=[N:8]2)=[CH:4][CH:3]=1.FC(F)(F)C(O)=O.FC(F)(F)S(O)(=O)=O, predict the reaction product. The product is: [F:1][C:2]1[CH:3]=[CH:4][C:5]([CH2:6][N:7]2[C:11](=[O:12])[N:10]([C:13]3[NH:14][N:15]=[C:16]([C:18]([NH:20][CH2:21][C:22]4[CH:23]=[N:24][CH:25]=[CH:26][CH:27]=4)=[O:19])[CH:17]=3)[CH:9]=[N:8]2)=[CH:37][CH:38]=1.